From a dataset of Catalyst prediction with 721,799 reactions and 888 catalyst types from USPTO. Predict which catalyst facilitates the given reaction. Reactant: [CH2:1]([C:3]1[CH:4]=[C:5]([C:12]([O:14]C)=[O:13])[CH:6]=[C:7]2C=1N[N:9]=[CH:8]2)[CH3:2].C([O-])([O-])=O.[K+].[K+].[I:22]I.OS([O-])=O.[Na+].C[N:30]([CH:32]=O)[CH3:31]. Product: [CH3:31][N:30]1[C:32]2[C:7](=[CH:6][C:5]([C:12]([OH:14])=[O:13])=[CH:4][C:3]=2[CH2:1][CH3:2])[C:8]([I:22])=[N:9]1. The catalyst class is: 674.